This data is from Reaction yield outcomes from USPTO patents with 853,638 reactions. The task is: Predict the reaction yield, written as a fraction of the theoretical maximum amount of product (1.0 means a 100% yield; for example, 0.34 means a 34% yield). (1) The reactants are Br[C:2]1[CH:7]=[C:6]([N+:8]([O-:10])=[O:9])[CH:5]=[CH:4][C:3]=1[NH:11][CH3:12].CCN(CC)CC.[CH3:20][C:21]([CH3:25])([CH3:24])[C:22]#[CH:23].N#N. The catalyst is C1(C)C=CC=CC=1.O.Cl[Pd](Cl)([P](C1C=CC=CC=1)(C1C=CC=CC=1)C1C=CC=CC=1)[P](C1C=CC=CC=1)(C1C=CC=CC=1)C1C=CC=CC=1.[Cu]I. The product is [CH3:20][C:21]([CH3:25])([CH3:24])[C:22]#[C:23][C:2]1[CH:7]=[C:6]([N+:8]([O-:10])=[O:9])[CH:5]=[CH:4][C:3]=1[NH:11][CH3:12]. The yield is 0.940. (2) The product is [CH2:19]([NH:1][C:2]1[CH:10]=[C:6]([C:7]([OH:9])=[O:8])[C:5]([OH:11])=[CH:4][CH:3]=1)[C:20]1[CH:25]=[CH:24][CH:23]=[CH:22][CH:21]=1. The catalyst is CN(C=O)C. The yield is 0.730. The reactants are [NH2:1][C:2]1[CH:10]=[C:6]([C:7]([OH:9])=[O:8])[C:5]([OH:11])=[CH:4][CH:3]=1.C(N(CC)CC)C.[CH2:19](Br)[C:20]1[CH:25]=[CH:24][CH:23]=[CH:22][CH:21]=1.